Task: Regression. Given two drug SMILES strings and cell line genomic features, predict the synergy score measuring deviation from expected non-interaction effect.. Dataset: NCI-60 drug combinations with 297,098 pairs across 59 cell lines (1) Drug 1: CC(C)(C#N)C1=CC(=CC(=C1)CN2C=NC=N2)C(C)(C)C#N. Drug 2: C1=NC2=C(N=C(N=C2N1C3C(C(C(O3)CO)O)F)Cl)N. Cell line: 786-0. Synergy scores: CSS=14.3, Synergy_ZIP=2.36, Synergy_Bliss=7.01, Synergy_Loewe=-7.12, Synergy_HSA=-6.50. (2) Drug 1: C1=NC2=C(N=C(N=C2N1C3C(C(C(O3)CO)O)O)F)N. Drug 2: C1CN(CCN1C(=O)CCBr)C(=O)CCBr. Cell line: SNB-19. Synergy scores: CSS=28.8, Synergy_ZIP=-5.64, Synergy_Bliss=1.36, Synergy_Loewe=1.68, Synergy_HSA=2.20. (3) Drug 1: CNC(=O)C1=CC=CC=C1SC2=CC3=C(C=C2)C(=NN3)C=CC4=CC=CC=N4. Drug 2: CC1=C2C(C(=O)C3(C(CC4C(C3C(C(C2(C)C)(CC1OC(=O)C(C(C5=CC=CC=C5)NC(=O)OC(C)(C)C)O)O)OC(=O)C6=CC=CC=C6)(CO4)OC(=O)C)OC)C)OC. Cell line: SNB-75. Synergy scores: CSS=28.9, Synergy_ZIP=0.462, Synergy_Bliss=1.83, Synergy_Loewe=-13.6, Synergy_HSA=2.40. (4) Drug 1: C1=CC=C(C(=C1)C(C2=CC=C(C=C2)Cl)C(Cl)Cl)Cl. Synergy scores: CSS=-6.34, Synergy_ZIP=0.279, Synergy_Bliss=-3.08, Synergy_Loewe=-4.16, Synergy_HSA=-3.46. Drug 2: CCCCCOC(=O)NC1=NC(=O)N(C=C1F)C2C(C(C(O2)C)O)O. Cell line: NCIH23.